This data is from Reaction yield outcomes from USPTO patents with 853,638 reactions. The task is: Predict the reaction yield, written as a fraction of the theoretical maximum amount of product (1.0 means a 100% yield; for example, 0.34 means a 34% yield). (1) The reactants are [C:1]([C:5]1[CH:9]=[C:8]([NH2:10])[N:7]([C:11]2[C:16]([CH3:17])=[CH:15][CH:14]=[CH:13][C:12]=2[O:18][CH3:19])[N:6]=1)([CH3:4])([CH3:3])[CH3:2].[Br:20]Br. The catalyst is C(O)(=O)C.O. The product is [Br:20][C:9]1[C:5]([C:1]([CH3:4])([CH3:2])[CH3:3])=[N:6][N:7]([C:11]2[C:16]([CH3:17])=[CH:15][CH:14]=[CH:13][C:12]=2[O:18][CH3:19])[C:8]=1[NH2:10]. The yield is 1.02. (2) The reactants are [CH3:1][C:2]1([CH3:12])[CH2:7][CH:6]([C:8]#N)[CH2:5][C:4]([CH3:11])([CH3:10])[O:3]1.[OH-:13].[K+].[OH2:15]. No catalyst specified. The product is [CH3:1][C:2]1([CH3:12])[CH2:7][CH:6]([C:8]([OH:15])=[O:13])[CH2:5][C:4]([CH3:11])([CH3:10])[O:3]1. The yield is 0.520. (3) The reactants are [CH:1]([C:3]1[CH:4]=[C:5]([C:11]2[CH:16]=[CH:15][C:14]([C:17]#[N:18])=[CH:13][CH:12]=2)[CH:6]=[CH:7][C:8]=1OC)=[O:2].C(C1C=C(B(O)O)C=CC=1)=O. No catalyst specified. The product is [CH:1]([C:3]1[CH:4]=[C:5]([C:11]2[CH:16]=[CH:15][C:14]([C:17]#[N:18])=[CH:13][CH:12]=2)[CH:6]=[CH:7][CH:8]=1)=[O:2]. The yield is 0.800.